This data is from HIV replication inhibition screening data with 41,000+ compounds from the AIDS Antiviral Screen. The task is: Binary Classification. Given a drug SMILES string, predict its activity (active/inactive) in a high-throughput screening assay against a specified biological target. (1) The result is 0 (inactive). The compound is Cc1ccccc1C1=[N+]([O-])c2ccccc2C1=O. (2) The molecule is CCN(CC)CCCC(C)Nc1cc(-c2ccccc2)nc2cc(Cl)ccc12.O=P(O)(O)O. The result is 0 (inactive).